From a dataset of NCI-60 drug combinations with 297,098 pairs across 59 cell lines. Regression. Given two drug SMILES strings and cell line genomic features, predict the synergy score measuring deviation from expected non-interaction effect. (1) Drug 1: C1=CC=C(C(=C1)C(C2=CC=C(C=C2)Cl)C(Cl)Cl)Cl. Drug 2: CCN(CC)CCCC(C)NC1=C2C=C(C=CC2=NC3=C1C=CC(=C3)Cl)OC. Cell line: UO-31. Synergy scores: CSS=6.00, Synergy_ZIP=-1.85, Synergy_Bliss=-1.57, Synergy_Loewe=-15.0, Synergy_HSA=-1.80. (2) Drug 1: CC1OCC2C(O1)C(C(C(O2)OC3C4COC(=O)C4C(C5=CC6=C(C=C35)OCO6)C7=CC(=C(C(=C7)OC)O)OC)O)O. Drug 2: CC1=C(C=C(C=C1)NC(=O)C2=CC=C(C=C2)CN3CCN(CC3)C)NC4=NC=CC(=N4)C5=CN=CC=C5. Cell line: HOP-92. Synergy scores: CSS=36.3, Synergy_ZIP=-3.62, Synergy_Bliss=-0.888, Synergy_Loewe=-6.08, Synergy_HSA=0.270. (3) Drug 1: C1CC(C1)(C(=O)O)C(=O)O.[NH2-].[NH2-].[Pt+2]. Drug 2: C1C(C(OC1N2C=NC(=NC2=O)N)CO)O. Cell line: A549. Synergy scores: CSS=12.6, Synergy_ZIP=-4.48, Synergy_Bliss=5.01, Synergy_Loewe=1.97, Synergy_HSA=3.04. (4) Drug 1: C1=NC2=C(N1)C(=S)N=CN2. Drug 2: CN(CCCl)CCCl.Cl. Cell line: CAKI-1. Synergy scores: CSS=41.6, Synergy_ZIP=-3.77, Synergy_Bliss=-3.36, Synergy_Loewe=-4.18, Synergy_HSA=-1.54.